From a dataset of Kinase inhibitor bioactivity data combining Ki, Kd, and IC50 measurements. Regression. Given a target protein amino acid sequence and a drug SMILES string, predict the binding affinity score between them. We predict KIBA score (integrated kinase binding score). Dataset: kiba. (1) The compound is Cc1[nH]n(-c2ccccc2)c(=O)c1C=c1c(C)c(C#N)c2nc3ccccc3n2c1=O. The target protein (Q13153) has sequence MSNNGLDIQDKPPAPPMRNTSTMIGAGSKDAGTLNHGSKPLPPNPEEKKKKDRFYRSILPGDKTNKKKEKERPEISLPSDFEHTIHVGFDAVTGEFTGMPEQWARLLQTSNITKSEQKKNPQAVLDVLEFYNSKKTSNSQKYMSFTDKSAEDYNSSNALNVKAVSETPAVPPVSEDEDDDDDDATPPPVIAPRPEHTKSVYTRSVIEPLPVTPTRDVATSPISPTENNTTPPDALTRNTEKQKKKPKMSDEEILEKLRSIVSVGDPKKKYTRFEKIGQGASGTVYTAMDVATGQEVAIKQMNLQQQPKKELIINEILVMRENKNPNIVNYLDSYLVGDELWVVMEYLAGGSLTDVVTETCMDEGQIAAVCRECLQALEFLHSNQVIHRDIKSDNILLGMDGSVKLTDFGFCAQITPEQSKRSTMVGTPYWMAPEVVTRKAYGPKVDIWSLGIMAIEMIEGEPPYLNENPLRALYLIATNGTPELQNPEKLSAIFRDFLNR.... The KIBA score is 11.1. (2) The drug is Oc1ccc(-c2cnn3cc(-c4ccc(OCCN5CCOCC5)cc4)cnc23)cc1O. The target protein (Q9UGJ0) has sequence MGSAVMDTKKKKDVSSPGGSGGKKNASQKRRSLRVHIPDLSSFAMPLLDGDLEGSGKHSSRKVDSPFGPGSPSKGFFSRGPQPRPSSPMSAPVRPKTSPGSPKTVFPFSYQESPPRSPRRMSFSGIFRSSSKESSPNSNPATSPGGIRFFSRSRKTSGLSSSPSTPTQVTKQHTFPLESYKHEPERLENRIYASSSPPDTGQRFCPSSFQSPTRPPLASPTHYAPSKAAALAAALGPAEAGMLEKLEFEDEAVEDSESGVYMRFMRSHKCYDIVPTSSKLVVFDTTLQVKKAFFALVANGVRAAPLWESKKQSFVGMLTITDFINILHRYYKSPMVQIYELEEHKIETWRELYLQETFKPLVNISPDASLFDAVYSLIKNKIHRLPVIDPISGNALYILTHKRILKFLQLFMSDMPKPAFMKQNLDELGIGTYHNIAFIHPDTPIIKALNIFVERRISALPVVDESGKVVDIYSKFDVINLAAEKTYNNLDITVTQALQH.... The KIBA score is 12.1. (3) The small molecule is CC(C)CC(=O)Nc1n[nH]c2c1CN(C(=O)C1CCN(C)CC1)C2(C)C. The target protein (Q9HC98) has sequence MAGQPGHMPHGGSSNNLCHTLGPVHPPDPQRHPNTLSFRCSLADFQIEKKIGRGQFSEVYKATCLLDRKTVALKKVQIFEMMDAKARQDCVKEIGLLKQLNHPNIIKYLDSFIEDNELNIVLELADAGDLSQMIKYFKKQKRLIPERTVWKYFVQLCSAVEHMHSRRVMHRDIKPANVFITATGVVKLGDLGLGRFFSSETTAAHSLVGTPYYMSPERIHENGYNFKSDIWSLGCLLYEMAALQSPFYGDKMNLFSLCQKIEQCDYPPLPGEHYSEKLRELVSMCICPDPHQRPDIGYVHQVAKQMHIWMSST. The KIBA score is 11.1. (4) The compound is Nc1nccn2c(C3CC(CN4CCCC4)C3)nc(-c3cccc(OCc4ccccc4)c3)c12. The target protein (Q9BZL6) has sequence MATAPSYPAGLPGSPGPGSPPPPGGLELQSPPPLLPQIPAPGSGVSFHIQIGLTREFVLLPAASELAHVKQLACSIVDQKFPECGFYGLYDKILLFKHDPTSANLLQLVRSSGDIQEGDLVEVVLSASATFEDFQIRPHALTVHSYRAPAFCDHCGEMLFGLVRQGLKCDGCGLNYHKRCAFSIPNNCSGARKRRLSSTSLASGHSVRLGTSESLPCTAEELSRSTTELLPRRPPSSSSSSSASSYTGRPIELDKMLLSKVKVPHTFLIHSYTRPTVCQACKKLLKGLFRQGLQCKDCKFNCHKRCATRVPNDCLGEALINGDVPMEEATDFSEADKSALMDESEDSGVIPGSHSENALHASEEEEGEGGKAQSSLGYIPLMRVVQSVRHTTRKSSTTLREGWVVHYSNKDTLRKRHYWRLDCKCITLFQNNTTNRYYKEIPLSEILTVESAQNFSLVPPGTNPHCFEIVTANATYFVGEMPGGTPGGPSGQGAEAARGW.... The KIBA score is 11.6. (5) The target protein (Q16513) has sequence MASNPERGEILLTELQGDSRSLPFSENVSAVQKLDFSDTMVQQKLDDIKDRIKREIRKELKIKEGAENLRKVTTDKKSLAYVDNILKKSNKKLEELHHKLQELNAHIVVSDPEDITDCPRTPDTPNNDPRCSTSNNRLKALQKQLDIELKVKQGAENMIQMYSNGSSKDRKLHGTAQQLLQDSKTKIEVIRMQILQAVQTNELAFDNAKPVISPLELRMEELRHHFRIEFAVAEGAKNVMKLLGSGKVTDRKALSEAQARFNESSQKLDLLKYSLEQRLNEVPKNHPKSRIIIEELSLVAASPTLSPRQSMISTQNQYSTLSKPAALTGTLEVRLMGCQDILENVPGRSKATSVALPGWSPSETRSSFMSRTSKSKSGSSRNLLKTDDLSNDVCAVLKLDNTVVGQTSWKPISNQSWDQKFTLELDRSRELEISVYWRDWRSLCAVKFLRLEDFLDNQRHGMCLYLEPQGTLFAEVTFFNPVIERRPKLQRQKKIFSKQQ.... The compound is Cc1cc(C)cc(NC(=O)Nc2ccc(NC(=O)c3csc4ncnc(N)c34)cc2)c1. The KIBA score is 11.2. (6) The small molecule is Cc1cccc(NC(=O)Nc2ccc(-c3csc4nc(N)nc(N)c34)cc2)c1. The target protein (P07948) has sequence MGCIKSKGKDSLSDDGVDLKTQPVRNTERTIYVRDPTSNKQQRPVPESQLLPGQRFQTKDPEEQGDIVVALYPYDGIHPDDLSFKKGEKMKVLEEHGEWWKAKSLLTKKEGFIPSNYVAKLNTLETEEWFFKDITRKDAERQLLAPGNSAGAFLIRESETLKGSFSLSVRDFDPVHGDVIKHYKIRSLDNGGYYISPRITFPCISDMIKHYQKQADGLCRRLEKACISPKPQKPWDKDAWEIPRESIKLVKRLGAGQFGEVWMGYYNNSTKVAVKTLKPGTMSVQAFLEEANLMKTLQHDKLVRLYAVVTREEPIYIITEYMAKGSLLDFLKSDEGGKVLLPKLIDFSAQIAEGMAYIERKNYIHRDLRAANVLVSESLMCKIADFGLARVIEDNEYTAREGAKFPIKWTAPEAINFGCFTIKSDVWSFGILLYEIVTYGKIPYPGRTNADVMTALSQGYRMPRVENCPDELYDIMKMCWKEKAEERPTFDYLQSVLDDF.... The KIBA score is 11.9. (7) The compound is O=C1c2ccccc2-c2n[nH]c3cccc1c23. The target protein (P07333) has sequence MGPGVLLLLLVATAWHGQGIPVIEPSVPELVVKPGATVTLRCVGNGSVEWDGPPSPHWTLYSDGSSSILSTNNATFQNTGTYRCTEPGDPLGGSAAIHLYVKDPARPWNVLAQEVVVFEDQDALLPCLLTDPVLEAGVSLVRVRGRPLMRHTNYSFSPWHGFTIHRAKFIQSQDYQCSALMGGRKVMSISIRLKVQKVIPGPPALTLVPAELVRIRGEAAQIVCSASSVDVNFDVFLQHNNTKLAIPQQSDFHNNRYQKVLTLNLDQVDFQHAGNYSCVASNVQGKHSTSMFFRVVESAYLNLSSEQNLIQEVTVGEGLNLKVMVEAYPGLQGFNWTYLGPFSDHQPEPKLANATTKDTYRHTFTLSLPRLKPSEAGRYSFLARNPGGWRALTFELTLRYPPEVSVIWTFINGSGTLLCAASGYPQPNVTWLQCSGHTDRCDEAQVLQVWDDPYPEVLSQEPFHKVTVQSLLTVETLEHNQTYECRAHNSVGSGSWAFIP.... The KIBA score is 13.0.